This data is from Full USPTO retrosynthesis dataset with 1.9M reactions from patents (1976-2016). The task is: Predict the reactants needed to synthesize the given product. (1) Given the product [C:4]([O:8][C:9]([N:11]([CH2:34][C:35]([O:37][C:38]([CH3:40])([CH3:39])[CH3:41])=[O:36])[C:12]1[CH:17]=[CH:16][CH:15]=[C:14]([CH:18]([S:49]([C:44]2[CH:45]=[CH:46][CH:47]=[CH:48][C:43]=2[F:42])(=[O:51])=[O:50])[NH:19][CH2:20][C:21]2[CH:26]=[CH:25][C:24]([C:27]([CH3:33])([CH3:32])[CH2:28][CH2:29][CH2:30][CH3:31])=[CH:23][CH:22]=2)[N:13]=1)=[O:10])([CH3:7])([CH3:5])[CH3:6], predict the reactants needed to synthesize it. The reactants are: C(Cl)Cl.[C:4]([O:8][C:9]([N:11]([CH2:34][C:35]([O:37][C:38]([CH3:41])([CH3:40])[CH3:39])=[O:36])[C:12]1[CH:17]=[CH:16][CH:15]=[C:14]([CH2:18][NH:19][CH2:20][C:21]2[CH:26]=[CH:25][C:24]([C:27]([CH3:33])([CH3:32])[CH2:28][CH2:29][CH2:30][CH3:31])=[CH:23][CH:22]=2)[N:13]=1)=[O:10])([CH3:7])([CH3:6])[CH3:5].[F:42][C:43]1[CH:48]=[CH:47][CH:46]=[CH:45][C:44]=1[S:49](Cl)(=[O:51])=[O:50].C(N(CC)CC)C. (2) Given the product [Cl:40][C:41]1[CH:46]=[CH:45][C:44]([C:47]([C:49]2[CH:54]=[CH:53][C:52]([Cl:55])=[CH:51][CH:50]=2)([C:2]2[CH:3]=[C:4]3[C:9](=[CH:10][CH:11]=2)[N:8]=[N:7][CH:6]=[C:5]3[N:12]2[CH2:17][CH2:16][CH:15]([NH:18][C:19]3[CH:20]=[CH:21][CH:22]=[CH:23][CH:24]=3)[CH2:14][CH2:13]2)[OH:48])=[CH:43][CH:42]=1, predict the reactants needed to synthesize it. The reactants are: Br[C:2]1[CH:3]=[C:4]2[C:9](=[CH:10][CH:11]=1)[N:8]=[N:7][CH:6]=[C:5]2[N:12]1[CH2:17][CH2:16][CH:15]([NH:18][C:19]2[CH:24]=[CH:23][CH:22]=[CH:21][CH:20]=2)[CH2:14][CH2:13]1.[Li+].C[Si]([N-][Si](C)(C)C)(C)C.[Li]CCCC.[Cl:40][C:41]1[CH:46]=[CH:45][C:44]([C:47]([C:49]2[CH:54]=[CH:53][C:52]([Cl:55])=[CH:51][CH:50]=2)=[O:48])=[CH:43][CH:42]=1. (3) Given the product [CH3:4][C:2]([Si:5]([CH3:26])([CH3:25])[O:6][CH2:7][C:8]1[CH:13]=[C:12]([O:14][CH3:15])[N:11]=[C:10]([CH2:16][CH2:17][CH2:18][OH:19])[CH:9]=1)([CH3:1])[CH3:3], predict the reactants needed to synthesize it. The reactants are: [CH3:1][C:2]([Si:5]([CH3:26])([CH3:25])[O:6][CH2:7][C:8]1[CH:13]=[C:12]([O:14][CH3:15])[N:11]=[C:10]([CH2:16][CH2:17][C:18](OCCCC)=[O:19])[CH:9]=1)([CH3:4])[CH3:3].[H-].[H-].[H-].[H-].[Li+].[Al+3].O. (4) Given the product [Br:14][C:7]1[CH:8]=[N:9][C:10]2[C:5]([C:6]=1[OH:13])=[N:4][C:3]([O:2][CH3:1])=[CH:12][CH:11]=2, predict the reactants needed to synthesize it. The reactants are: [CH3:1][O:2][C:3]1[N:4]=[C:5]2[C:10](=[CH:11][CH:12]=1)[N:9]=[CH:8][CH:7]=[C:6]2[OH:13].[Br:14]N1C(=O)CCC1=O.